The task is: Predict which catalyst facilitates the given reaction.. This data is from Catalyst prediction with 721,799 reactions and 888 catalyst types from USPTO. (1) Reactant: [CH3:1][Si:2]([CH3:10])([CH3:9])[O:3][C:4]([CH3:8])([C:6]#[CH:7])[CH3:5].[Li]CCCC.CON(C)[C:19](=[O:26])[C:20]1[CH:25]=[CH:24][N:23]=[CH:22][CH:21]=1. Product: [CH3:5][C:4]([O:3][Si:2]([CH3:10])([CH3:9])[CH3:1])([CH3:8])[C:6]#[C:7][C:19]([C:20]1[CH:25]=[CH:24][N:23]=[CH:22][CH:21]=1)=[O:26]. The catalyst class is: 1. (2) Reactant: [CH3:1][O:2][C:3]([CH:5]1[CH2:9][CH2:8][N:7]([C:10]([O:12][C:13]([CH3:16])([CH3:15])[CH3:14])=[O:11])[CH2:6]1)=[O:4].[Li+].[CH3:18][CH:19]([N-]C(C)C)[CH3:20].C(Br)C#C. Product: [CH3:1][O:2][C:3]([C:5]1([CH2:20][C:19]#[CH:18])[CH2:9][CH2:8][N:7]([C:10]([O:12][C:13]([CH3:16])([CH3:15])[CH3:14])=[O:11])[CH2:6]1)=[O:4]. The catalyst class is: 1.